This data is from Reaction yield outcomes from USPTO patents with 853,638 reactions. The task is: Predict the reaction yield, written as a fraction of the theoretical maximum amount of product (1.0 means a 100% yield; for example, 0.34 means a 34% yield). The reactants are [Cl:1][C:2]1[N:3]=[C:4](Cl)[C:5]2[CH2:11][O:10][CH2:9][CH:8]([C:12]3[CH:17]=[CH:16][CH:15]=[CH:14][CH:13]=3)[C:6]=2[N:7]=1.[CH3:19][NH:20][CH2:21][CH3:22]. The catalyst is CO. The product is [Cl:1][C:2]1[N:3]=[C:4]([N:20]([CH2:21][CH3:22])[CH3:19])[C:5]2[CH2:11][O:10][CH2:9][CH:8]([C:12]3[CH:17]=[CH:16][CH:15]=[CH:14][CH:13]=3)[C:6]=2[N:7]=1. The yield is 1.00.